The task is: Predict the reactants needed to synthesize the given product.. This data is from Full USPTO retrosynthesis dataset with 1.9M reactions from patents (1976-2016). (1) Given the product [CH3:14][C:8]([CH3:15])([CH2:7][C:5]1[S:6][C:2]([B:16]2[O:20][C:19]([CH3:22])([CH3:21])[C:18]([CH3:24])([CH3:23])[O:17]2)=[CH:3][N:4]=1)[C:9]([O:11][CH2:12][CH3:13])=[O:10], predict the reactants needed to synthesize it. The reactants are: Br[C:2]1[S:6][C:5]([CH2:7][C:8]([CH3:15])([CH3:14])[C:9]([O:11][CH2:12][CH3:13])=[O:10])=[N:4][CH:3]=1.[B:16]1([B:16]2[O:20][C:19]([CH3:22])([CH3:21])[C:18]([CH3:24])([CH3:23])[O:17]2)[O:20][C:19]([CH3:22])([CH3:21])[C:18]([CH3:24])([CH3:23])[O:17]1.CC([O-])=O.[K+]. (2) Given the product [CH2:10]([C:3]1[CH:4]=[C:5]([CH:8]=[CH:9][C:2]=1[N:1]1[CH2:17][CH2:16][CH2:15][CH2:14][CH2:13]1)[C:6]#[N:7])[CH3:11], predict the reactants needed to synthesize it. The reactants are: [NH2:1][C:2]1[CH:9]=[CH:8][C:5]([C:6]#[N:7])=[CH:4][C:3]=1[CH2:10][CH3:11].Br[CH2:13][CH2:14][CH2:15][CH2:16][CH2:17]Br.C(=O)([O-])[O-].[K+].[K+]. (3) Given the product [CH2:1]([O:3][C:4](=[O:23])[CH2:5][CH:6]1[CH2:11][CH2:10][N:9]([C:12]2[C:17]([NH:18][C:37](=[O:38])[C:36]3[CH:40]=[CH:41][CH:42]=[C:34]([Cl:33])[CH:35]=3)=[CH:16][CH:15]=[C:14]([S:19]([CH3:22])(=[O:21])=[O:20])[N:13]=2)[CH2:8][CH2:7]1)[CH3:2], predict the reactants needed to synthesize it. The reactants are: [CH2:1]([O:3][C:4](=[O:23])[CH2:5][CH:6]1[CH2:11][CH2:10][N:9]([C:12]2[C:17]([NH2:18])=[CH:16][CH:15]=[C:14]([S:19]([CH3:22])(=[O:21])=[O:20])[N:13]=2)[CH2:8][CH2:7]1)[CH3:2].C(N(CC)C(C)C)(C)C.[Cl:33][C:34]1[CH:35]=[C:36]([CH:40]=[CH:41][CH:42]=1)[C:37](Cl)=[O:38]. (4) Given the product [C:19]([N:5]([CH2:4][CH:3]([CH2:1][CH3:2])[CH2:15][CH2:16][CH2:17][CH3:18])[CH2:6][CH2:7][C:8]([O:10][CH2:11][CH2:12][CH2:13][CH3:14])=[O:9])(=[O:21])[CH3:20], predict the reactants needed to synthesize it. The reactants are: [CH2:1]([CH:3]([CH2:15][CH2:16][CH2:17][CH3:18])[CH2:4][NH:5][CH2:6][CH2:7][C:8]([O:10][CH2:11][CH2:12][CH2:13][CH3:14])=[O:9])[CH3:2].[C:19](OC(=O)C)(=[O:21])[CH3:20].O. (5) Given the product [F:19][C:17]1[CH:18]=[C:13]([CH:14]=[C:15]([CH2:20][CH2:21][OH:22])[CH:16]=1)[CH2:12][N:9]1[CH2:10][CH2:11][C:6]2([O:1][CH2:2][CH2:3][N:4]([C:38]([C:35]3[S:34][C:33]([CH:30]([CH3:32])[CH3:31])=[N:37][CH:36]=3)=[O:39])[CH2:5]2)[CH2:7][CH2:8]1, predict the reactants needed to synthesize it. The reactants are: [O:1]1[C:6]2([CH2:11][CH2:10][N:9]([CH2:12][C:13]3[CH:14]=[C:15]([CH2:20][CH2:21][OH:22])[CH:16]=[C:17]([F:19])[CH:18]=3)[CH2:8][CH2:7]2)[CH2:5][NH:4][CH2:3][CH2:2]1.C(N(CC)CC)C.[CH:30]([C:33]1[S:34][C:35]([C:38](O)=[O:39])=[CH:36][N:37]=1)([CH3:32])[CH3:31].CN(C(ON1N=NC2C=CC=NC1=2)=[N+](C)C)C.F[P-](F)(F)(F)(F)F. (6) Given the product [F:29][C:28]([F:31])([F:30])[C:26]([OH:32])=[O:27].[NH:17]1[C:18]2[C:23](=[CH:22][CH:21]=[CH:20][CH:19]=2)[CH:24]=[C:16]1[C:14]([N:11]1[CH2:12][CH2:13][CH:9]([NH:7][CH3:6])[CH2:10]1)=[O:15], predict the reactants needed to synthesize it. The reactants are: C(O[C:6](=O)[N:7]([CH:9]1[CH2:13][CH2:12][N:11]([C:14]([C:16]2[NH:17][C:18]3[C:23]([CH:24]=2)=[CH:22][CH:21]=[CH:20][CH:19]=3)=[O:15])[CH2:10]1)C)(C)(C)C.[C:26]([OH:32])([C:28]([F:31])([F:30])[F:29])=[O:27]. (7) Given the product [C:15]([O:14][C:12]([N:4]1[CH2:3][CH2:2][CH2:1][CH2:6][CH:5]1[C:7]([OH:9])=[O:8])=[O:13])([CH3:18])([CH3:17])[CH3:16], predict the reactants needed to synthesize it. The reactants are: [CH2:1]1[CH2:6][CH:5]([C:7]([OH:9])=[O:8])[NH:4][CH2:3][CH2:2]1.[OH-].[Na+].[C:12](O[C:12]([O:14][C:15]([CH3:18])([CH3:17])[CH3:16])=[O:13])([O:14][C:15]([CH3:18])([CH3:17])[CH3:16])=[O:13].Cl. (8) The reactants are: [H-].[Na+].[NH:3]1[CH:7]=[CH:6][CH:5]=[CH:4]1.[C:8]1([S:14](Cl)(=[O:16])=[O:15])[CH:13]=[CH:12][CH:11]=[CH:10][CH:9]=1. Given the product [C:8]1([S:14]([N:3]2[CH:7]=[CH:6][CH:5]=[CH:4]2)(=[O:16])=[O:15])[CH:13]=[CH:12][CH:11]=[CH:10][CH:9]=1, predict the reactants needed to synthesize it.